From a dataset of Peptide-MHC class II binding affinity with 134,281 pairs from IEDB. Regression. Given a peptide amino acid sequence and an MHC pseudo amino acid sequence, predict their binding affinity value. This is MHC class II binding data. (1) The peptide sequence is WQTLSAALDAQAVEL. The MHC is HLA-DQA10501-DQB10301 with pseudo-sequence HLA-DQA10501-DQB10301. The binding affinity (normalized) is 0.674. (2) The peptide sequence is LSSIKVELTGDVILK. The MHC is DRB1_0101 with pseudo-sequence DRB1_0101. The binding affinity (normalized) is 0.846. (3) The peptide sequence is RPGGAGRDGGQLRIP. The MHC is DRB1_1101 with pseudo-sequence DRB1_1101. The binding affinity (normalized) is 0. (4) The peptide sequence is AFKVAATNANAAPAN. The MHC is DRB1_0701 with pseudo-sequence DRB1_0701. The binding affinity (normalized) is 0.648. (5) The peptide sequence is VKTITNDQIEVTNAT. The MHC is DRB3_0101 with pseudo-sequence DRB3_0101. The binding affinity (normalized) is 0.412. (6) The peptide sequence is ATTANVPPADKYKTF. The MHC is HLA-DQA10101-DQB10501 with pseudo-sequence HLA-DQA10101-DQB10501. The binding affinity (normalized) is 0. (7) The peptide sequence is QYVIRAQLHVGAKQE. The MHC is DRB5_0101 with pseudo-sequence DRB5_0101. The binding affinity (normalized) is 0.936. (8) The binding affinity (normalized) is 0. The MHC is H-2-IAb with pseudo-sequence H-2-IAb. The peptide sequence is VLRTKLMTSRRVLER. (9) The peptide sequence is EVAFGLVCATCEQIA. The MHC is DRB1_0802 with pseudo-sequence DRB1_0802. The binding affinity (normalized) is 0.215. (10) The peptide sequence is RLEFDEFVTLAAKFI. The MHC is DRB5_0101 with pseudo-sequence DRB5_0101. The binding affinity (normalized) is 0.572.